From a dataset of Blood-brain barrier permeability classification from the B3DB database. Regression/Classification. Given a drug SMILES string, predict its absorption, distribution, metabolism, or excretion properties. Task type varies by dataset: regression for continuous measurements (e.g., permeability, clearance, half-life) or binary classification for categorical outcomes (e.g., BBB penetration, CYP inhibition). Dataset: b3db_classification. (1) The drug is O=C(O)c1cc(=O)c2c(OCC(O)COc3cccc4oc(C(=O)O)cc(=O)c34)cccc2o1. The result is 0 (does not penetrate BBB). (2) The molecule is CN1CCN(C(=O)O[C@@H]2c3nccnc3C(=O)N2c2ccc(Cl)cn2)CC1. The result is 1 (penetrates BBB).